This data is from Peptide-MHC class I binding affinity with 185,985 pairs from IEDB/IMGT. The task is: Regression. Given a peptide amino acid sequence and an MHC pseudo amino acid sequence, predict their binding affinity value. This is MHC class I binding data. The peptide sequence is LMSGKDVFYL. The MHC is HLA-A02:17 with pseudo-sequence HLA-A02:17. The binding affinity (normalized) is 0.800.